From a dataset of Forward reaction prediction with 1.9M reactions from USPTO patents (1976-2016). Predict the product of the given reaction. (1) Given the reactants [O:1]1[CH2:5][CH2:4][O:3][CH:2]1[CH2:6][CH2:7][CH2:8][C@H:9]([NH2:13])[C:10]([OH:12])=[O:11].S(OC)(O[CH3:17])=O.[Cl:20][Si](C)(C)C, predict the reaction product. The product is: [ClH:20].[NH2:13][C@@H:9]([CH2:8][CH2:7][CH2:6][CH:2]([O:3][CH3:4])[O:1][CH3:5])[C:10]([O:12][CH3:17])=[O:11]. (2) Given the reactants ClC1C=CC(C(C2CC2)C2C3C(=C(CSC)C([F:18])=CC=3)NC=2)=CC=1.[Cl:25][C:26]1[CH:31]=[CH:30][C:29]([C:32]([C:37]2[C:45]3[C:40](=[C:41]([CH2:46][S:47]([CH3:50])(=[O:49])=[O:48])[CH:42]=[CH:43][CH:44]=3)[NH:39][CH:38]=2)([CH:34]2[CH2:36][CH2:35]2)C)=[CH:28][CH:27]=1, predict the reaction product. The product is: [Cl:25][C:26]1[CH:31]=[CH:30][C:29]([CH:32]([CH:34]2[CH2:36][CH2:35]2)[C:37]2[C:45]3[C:40](=[C:41]([CH2:46][S:47]([CH3:50])(=[O:49])=[O:48])[C:42]([F:18])=[CH:43][CH:44]=3)[NH:39][CH:38]=2)=[CH:28][CH:27]=1. (3) The product is: [C:20]([O:19][C:18](=[O:24])[NH:17][CH2:16][CH2:15][CH2:14][O:1][C:2]1[CH:12]=[CH:11][CH:10]=[CH:9][C:3]=1[CH2:4][NH:5][C:6](=[O:8])[CH3:7])([CH3:23])([CH3:22])[CH3:21]. Given the reactants [OH:1][C:2]1[CH:12]=[CH:11][CH:10]=[CH:9][C:3]=1[CH2:4][NH:5][C:6](=[O:8])[CH3:7].Br[CH2:14][CH2:15][CH2:16][NH:17][C:18](=[O:24])[O:19][C:20]([CH3:23])([CH3:22])[CH3:21].C([O-])([O-])=O.[K+].[K+], predict the reaction product. (4) Given the reactants [CH3:1][O:2][C:3]1[CH:4]=[C:5]([CH:8]=[CH:9][C:10]=1[O:11][CH3:12])[CH2:6]O.S(Cl)([Cl:15])=O, predict the reaction product. The product is: [CH3:1][O:2][C:3]1[CH:4]=[C:5]([CH:8]=[CH:9][C:10]=1[O:11][CH3:12])[CH2:6][Cl:15]. (5) Given the reactants [CH2:1]([O:3][C:4](=[O:20])[CH2:5][S:6]([C:9]1[CH:14]=[CH:13][C:12]([O:15][CH2:16][C:17]#[C:18][CH3:19])=[CH:11][CH:10]=1)(=[O:8])=[O:7])[CH3:2].Cl.[N:22]1[CH:27]=[CH:26][CH:25]=[C:24]([CH2:28][N:29]([CH2:33][CH2:34]Cl)[CH2:30][CH2:31]Cl)[CH:23]=1, predict the reaction product. The product is: [CH2:16]([O:15][C:12]1[CH:11]=[CH:10][C:9]([S:6]([C:5]2([C:4]([O:3][CH2:1][CH3:2])=[O:20])[CH2:34][CH2:33][N:29]([CH2:28][C:24]3[CH:23]=[N:22][CH:27]=[CH:26][CH:25]=3)[CH2:30][CH2:31]2)(=[O:7])=[O:8])=[CH:14][CH:13]=1)[C:17]#[C:18][CH3:19].